This data is from Peptide-MHC class II binding affinity with 134,281 pairs from IEDB. The task is: Regression. Given a peptide amino acid sequence and an MHC pseudo amino acid sequence, predict their binding affinity value. This is MHC class II binding data. (1) The MHC is DRB1_0101 with pseudo-sequence DRB1_0101. The peptide sequence is YEKVRSQLKNNAKEIGNGC. The binding affinity (normalized) is 0. (2) The peptide sequence is GELQIVDKIDAAFKG. The MHC is DRB3_0101 with pseudo-sequence DRB3_0101. The binding affinity (normalized) is 0.609. (3) The peptide sequence is AVGLRVVCAKYA. The MHC is DRB1_0401 with pseudo-sequence DRB1_0401. The binding affinity (normalized) is 0.106. (4) The peptide sequence is FVVTGRVYCDPCRAG. The MHC is DRB1_0405 with pseudo-sequence DRB1_0405. The binding affinity (normalized) is 0.402.